From a dataset of Forward reaction prediction with 1.9M reactions from USPTO patents (1976-2016). Predict the product of the given reaction. (1) Given the reactants [NH2:1][C:2]1[CH:7]=[C:6]([CH2:8][N:9]2[C:13]([CH3:15])([CH3:14])[C:12](=[O:16])[N:11]([C:17]3[CH:22]=[CH:21][C:20]([S:23][C:24]([F:27])([F:26])[F:25])=[CH:19][CH:18]=3)[C:10]2=[O:28])[CH:5]=[CH:4][N:3]=1.CC1(C)C2C=CC(P(C3C=CC=CC=3)C3C=CC=CC=3)=CC=2OC2C1=CC=C(P(C1C=CC=CC=1)C1C=CC=CC=1)C=2.C(=O)([O-])[O-].[Cs+].[Cs+].Br[C:78]1[CH:79]=[N:80][CH:81]=[C:82]([CH2:84][N:85]2[CH2:89][CH2:88][CH2:87][CH2:86]2)[CH:83]=1, predict the reaction product. The product is: [CH3:14][C:13]1([CH3:15])[N:9]([CH2:8][C:6]2[CH:5]=[CH:4][N:3]=[C:2]([NH:1][C:78]3[CH:79]=[N:80][CH:81]=[C:82]([CH2:84][N:85]4[CH2:86][CH2:87][CH2:88][CH2:89]4)[CH:83]=3)[CH:7]=2)[C:10](=[O:28])[N:11]([C:17]2[CH:22]=[CH:21][C:20]([S:23][C:24]([F:27])([F:26])[F:25])=[CH:19][CH:18]=2)[C:12]1=[O:16]. (2) Given the reactants Br[C:2]1[C:3]([C:14]2[S:15][CH:16]=[C:17]([C:19]3[CH:24]=[CH:23][CH:22]=[C:21]([O:25][CH3:26])[N:20]=3)[N:18]=2)=[CH:4][C:5]([NH:8][C:9]([NH:11][CH2:12][CH3:13])=[O:10])=[N:6][CH:7]=1.CC1(C)C(C)(C)[O:31][B:30](B2OC(C)(C)C(C)(C)O2)[O:29]1.C([O-])(=O)C.[K+].C(N(CC)CC)C.B(O)O, predict the reaction product. The product is: [CH2:12]([NH:11][C:9](=[O:10])[NH:8][C:5]1[N:6]=[CH:7][C:2]([B:30]([OH:31])[OH:29])=[C:3]([C:14]2[S:15][CH:16]=[C:17]([C:19]3[CH:24]=[CH:23][CH:22]=[C:21]([O:25][CH3:26])[N:20]=3)[N:18]=2)[CH:4]=1)[CH3:13].